This data is from hERG Central: cardiac toxicity at 1µM, 10µM, and general inhibition. The task is: Predict hERG channel inhibition at various concentrations. The molecule is O=[N+]([O-])c1cc(-n2cnnn2)ccc1N1CCC(Cc2ccccc2)CC1. Results: hERG_inhib (hERG inhibition (general)): blocker.